Dataset: Reaction yield outcomes from USPTO patents with 853,638 reactions. Task: Predict the reaction yield, written as a fraction of the theoretical maximum amount of product (1.0 means a 100% yield; for example, 0.34 means a 34% yield). (1) The reactants are [CH3:1][S:2](Cl)(=[O:4])=[O:3].[CH3:6][S:7]([C:10]1[CH:15]=[CH:14][C:13]([C:16]2[CH:21]=[CH:20][C:19]([C:22]3[O:23][C:24]([CH3:31])=[C:25]([CH2:27][CH2:28][CH2:29][OH:30])[N:26]=3)=[CH:18][CH:17]=2)=[CH:12][CH:11]=1)(=[O:9])=[O:8].C(N(CC)CC)C. The catalyst is ClCCl. The product is [CH3:6][S:7]([C:10]1[CH:11]=[CH:12][C:13]([C:16]2[CH:21]=[CH:20][C:19]([C:22]3[O:23][C:24]([CH3:31])=[C:25]([CH2:27][CH2:28][CH2:29][O:30][S:2]([CH3:1])(=[O:4])=[O:3])[N:26]=3)=[CH:18][CH:17]=2)=[CH:14][CH:15]=1)(=[O:8])=[O:9]. The yield is 1.00. (2) The reactants are [CH3:1][C:2]1[C:3]([CH:9]([CH:11]2[CH2:13][CH2:12]2)[OH:10])=[N:4][CH:5]=[CH:6][C:7]=1[Cl:8]. The catalyst is ClCCl.O=[Mn]=O. The product is [CH3:1][C:2]1[C:3]([C:9]([CH:11]2[CH2:13][CH2:12]2)=[O:10])=[N:4][CH:5]=[CH:6][C:7]=1[Cl:8]. The yield is 0.980. (3) The reactants are [N+:1]([C:4]1[CH:9]=[CH:8][C:7]([C:10]2[CH2:11][CH2:12][N:13]([CH2:16][CH2:17][C:18]([F:21])([F:20])[F:19])[CH2:14][CH:15]=2)=[CH:6][CH:5]=1)([O-])=O. The catalyst is CCOC(C)=O.[Pd]. The product is [F:21][C:18]([F:19])([F:20])[CH2:17][CH2:16][N:13]1[CH2:14][CH2:15][CH:10]([C:7]2[CH:6]=[CH:5][C:4]([NH2:1])=[CH:9][CH:8]=2)[CH2:11][CH2:12]1. The yield is 0.990. (4) The reactants are C([O:3][C:4]([C:6]1[CH:7]=[N:8][N:9]([C:11]2[NH:15][C:14]3[CH:16]=[C:17]([S:21]([CH:24]([CH3:26])[CH3:25])(=[O:23])=[O:22])[C:18]([Cl:20])=[CH:19][C:13]=3[N:12]=2)[CH:10]=1)=[O:5])C.C1COCC1.O[Li].O. The catalyst is O. The product is [Cl:20][C:18]1[C:17]([S:21]([CH:24]([CH3:26])[CH3:25])(=[O:23])=[O:22])=[CH:16][C:14]2[NH:15][C:11]([N:9]3[CH:10]=[C:6]([C:4]([OH:5])=[O:3])[CH:7]=[N:8]3)=[N:12][C:13]=2[CH:19]=1. The yield is 0.860. (5) The reactants are [CH3:1][C:2]1[CH:3]=[C:4]([C:9]2[CH:10]=[N:11][N:12]3[C:17]([C:18]4[CH:23]=[CH:22][CH:21]=[C:20]([C:24]5[NH:28][N:27]=[N:26][N:25]=5)[CH:19]=4)=[CH:16][CH:15]=[N:14][C:13]=23)[CH:5]=[C:6]([CH3:8])[CH:7]=1.C([O-])([O-])=O.[Cs+].[Cs+].[CH:35]1([CH2:39]Br)[CH2:38][CH2:37][CH2:36]1. The catalyst is C(#N)C.CN(C=O)C. The product is [CH:35]1([CH2:39][N:27]2[N:26]=[N:25][C:24]([C:20]3[CH:19]=[C:18]([C:17]4[N:12]5[N:11]=[CH:10][C:9]([C:4]6[CH:3]=[C:2]([CH3:1])[CH:7]=[C:6]([CH3:8])[CH:5]=6)=[C:13]5[N:14]=[CH:15][CH:16]=4)[CH:23]=[CH:22][CH:21]=3)=[N:28]2)[CH2:38][CH2:37][CH2:36]1. The yield is 0.670. (6) The reactants are [Br:1][C:2]1[CH:7]=[CH:6][CH:5]=[CH:4][C:3]=1[NH:8][C:9]([NH:11][C:12]1[CH:17]=[CH:16][C:15]([Cl:18])=[C:14]([S:19]([N:22]([CH2:27][CH2:28][O:29]C)[CH2:23][CH2:24][O:25]C)(=[O:21])=[O:20])[C:13]=1[OH:31])=[O:10].[Br-].[Al+3].[Br-].[Br-]. No catalyst specified. The product is [Br:1][C:2]1[CH:7]=[CH:6][CH:5]=[CH:4][C:3]=1[NH:8][C:9]([NH:11][C:12]1[CH:17]=[CH:16][C:15]([Cl:18])=[C:14]([S:19]([N:22]([CH2:23][CH2:24][OH:25])[CH2:27][CH2:28][OH:29])(=[O:21])=[O:20])[C:13]=1[OH:31])=[O:10]. The yield is 0.440. (7) The reactants are CO[C:3](=[O:24])[C:4]1[CH:9]=[CH:8][C:7]([O:10][CH2:11][C:12]2[C:13]([CH:18]3[CH2:23][CH2:22][CH2:21][CH2:20][CH2:19]3)=[N:14][O:15][C:16]=2[CH3:17])=[N:6][CH:5]=1.[CH2:25]([CH2:27][NH2:28])[OH:26]. No catalyst specified. The product is [CH:18]1([C:13]2[C:12]([CH2:11][O:10][C:7]3[CH:8]=[CH:9][C:4]([C:3]([NH:28][CH2:27][CH2:25][OH:26])=[O:24])=[CH:5][N:6]=3)=[C:16]([CH3:17])[O:15][N:14]=2)[CH2:19][CH2:20][CH2:21][CH2:22][CH2:23]1. The yield is 0.100. (8) The reactants are Br[CH2:2][C:3]([C:5]1[CH:6]=[N:7][CH:8]=[CH:9][CH:10]=1)=O.[NH2:11][C:12]([NH2:14])=[S:13]. The catalyst is C(O)C. The product is [N:7]1[CH:8]=[CH:9][CH:10]=[C:5]([C:3]2[N:11]=[C:12]([NH2:14])[S:13][CH:2]=2)[CH:6]=1. The yield is 0.560. (9) The reactants are [NH2:1][C:2]1[CH:9]=[CH:8][C:5]([C:6]#[N:7])=[CH:4][C:3]=1Cl.C(O[C:14]([SH:16])=[S:15])C.[K]. The catalyst is CN(C=O)C. The product is [SH:16][C:14]1[S:15][C:3]2[CH:4]=[C:5]([C:6]#[N:7])[CH:8]=[CH:9][C:2]=2[N:1]=1. The yield is 0.970. (10) The reactants are [CH3:1][O:2][C:3]1[CH:36]=[CH:35][C:6]([CH2:7][N:8]2[C:12]3=[N:13][CH:14]=[CH:15][C:16]([O:17][C:18]4[CH:23]=[CH:22][C:21]([NH2:24])=[CH:20][C:19]=4[F:25])=[C:11]3[C:10]([N:26]3[CH2:31][CH2:30][CH:29]([N:32]([CH3:34])[CH3:33])[CH2:28][CH2:27]3)=[N:9]2)=[CH:5][CH:4]=1.[F:37][C:38]1[CH:43]=[CH:42][C:41]([N:44]2[C:49](=[O:50])[C:48]([C:51](O)=[O:52])=[CH:47][CH:46]=[N:45]2)=[CH:40][CH:39]=1.Cl.C(N=C=NCCCN(C)C)C.N1(O)C2C=CC=CC=2N=N1.C(N(C(C)C)C(C)C)C. The catalyst is CN(C=O)C. The product is [CH3:34][N:32]([CH3:33])[CH:29]1[CH2:30][CH2:31][N:26]([C:10]2[C:11]3[C:12](=[N:13][CH:14]=[CH:15][C:16]=3[O:17][C:18]3[CH:23]=[CH:22][C:21]([NH:24][C:51]([C:48]4[C:49](=[O:50])[N:44]([C:41]5[CH:42]=[CH:43][C:38]([F:37])=[CH:39][CH:40]=5)[N:45]=[CH:46][CH:47]=4)=[O:52])=[CH:20][C:19]=3[F:25])[N:8]([CH2:7][C:6]3[CH:5]=[CH:4][C:3]([O:2][CH3:1])=[CH:36][CH:35]=3)[N:9]=2)[CH2:27][CH2:28]1. The yield is 0.642.